From a dataset of Forward reaction prediction with 1.9M reactions from USPTO patents (1976-2016). Predict the product of the given reaction. (1) Given the reactants [C:1]1([C:7](=NN)[C:8]2[CH:13]=[CH:12][CH:11]=[CH:10][CH:9]=2)[CH:6]=[CH:5][CH:4]=[CH:3][CH:2]=1.[OH-].[Na+].Cl([O-])=O.[Na+].C1(C(C2C=CC=CC=2)=[N+]=[N-])C=CC=CC=1.CCCCCC.[C:43]([O:47][CH2:48][CH3:49])(=[O:46])[CH:44]=[CH2:45], predict the reaction product. The product is: [CH2:48]([O:47][C:43]([CH:44]1[CH2:45][C:7]1([C:8]1[CH:13]=[CH:12][CH:11]=[CH:10][CH:9]=1)[C:1]1[CH:6]=[CH:5][CH:4]=[CH:3][CH:2]=1)=[O:46])[CH3:49]. (2) The product is: [C:19]([O:11][CH:8]([C:7]1[C:2]([F:1])=[N:3][CH:4]=[CH:5][CH:6]=1)[CH2:9][CH3:10])(=[O:21])[CH3:20]. Given the reactants [F:1][C:2]1[C:7]([CH:8]([OH:11])[CH2:9][CH3:10])=[CH:6][CH:5]=[CH:4][N:3]=1.S(=O)(=O)(O)O.[OH-].[Na+].[C:19](O)(=[O:21])[CH3:20], predict the reaction product. (3) Given the reactants [CH2:1]([O:8][C:9]1[C:10]([C:29]([N:31]([CH2:38][CH2:39][O:40][Si](C(C)(C)C)(C)C)[CH:32]([CH3:37])[C:33]([F:36])([F:35])[F:34])=[O:30])=[N:11][C:12]([CH2:16][C:17]2([C:22]3[CH:27]=[CH:26][C:25]([Cl:28])=[CH:24][CH:23]=3)[CH2:21][CH2:20][CH2:19][CH2:18]2)=[N:13][C:14]=1[OH:15])[C:2]1[CH:7]=[CH:6][CH:5]=[CH:4][CH:3]=1.Cl, predict the reaction product. The product is: [CH2:1]([O:8][C:9]1[C:10]([C:29]([N:31]([CH2:38][CH2:39][OH:40])[CH:32]([CH3:37])[C:33]([F:36])([F:35])[F:34])=[O:30])=[N:11][C:12]([CH2:16][C:17]2([C:22]3[CH:23]=[CH:24][C:25]([Cl:28])=[CH:26][CH:27]=3)[CH2:21][CH2:20][CH2:19][CH2:18]2)=[N:13][C:14]=1[OH:15])[C:2]1[CH:3]=[CH:4][CH:5]=[CH:6][CH:7]=1. (4) The product is: [NH2:32][N:9]1[N:8]=[C:7]([C:1]2[CH:2]=[CH:3][CH:4]=[CH:5][CH:6]=2)[C:16]2[CH2:15][CH2:14][CH2:13][CH2:12][C:11]=2[C:10]1=[O:17]. Given the reactants [C:1]1([C:7]2[C:16]3[CH2:15][CH2:14][CH2:13][CH2:12][C:11]=3[C:10](=[O:17])[NH:9][N:8]=2)[CH:6]=[CH:5][CH:4]=[CH:3][CH:2]=1.C1(P([NH:32]O)(C2C=CC=CC=2)=O)C=CC=CC=1, predict the reaction product. (5) The product is: [Cl:21][C:17]1[CH:16]=[C:15]([S:12]([NH:11][C:9]2[CH:8]=[CH:7][N:6]=[C:5]3[N:4]([CH2:22][O:23][CH2:24][CH2:25][Si:26]([CH3:29])([CH3:28])[CH3:27])[CH:3]=[C:2]([C:37]4[CH:38]=[CH:39][CH:40]=[C:35]([N:30]5[CH2:31][CH2:32][CH2:33][CH2:34]5)[CH:36]=4)[C:10]=23)(=[O:14])=[O:13])[CH:20]=[CH:19][CH:18]=1. Given the reactants Br[C:2]1[C:10]2[C:5](=[N:6][CH:7]=[CH:8][C:9]=2[NH:11][S:12]([C:15]2[CH:20]=[CH:19][CH:18]=[C:17]([Cl:21])[CH:16]=2)(=[O:14])=[O:13])[N:4]([CH2:22][O:23][CH2:24][CH2:25][Si:26]([CH3:29])([CH3:28])[CH3:27])[CH:3]=1.[N:30]1([C:35]2[CH:36]=[C:37](B(O)O)[CH:38]=[CH:39][CH:40]=2)[CH2:34][CH2:33][CH2:32][CH2:31]1.[F-].[Cs+].B(O)O, predict the reaction product. (6) Given the reactants [F:1][C:2]1[C:22]([O:23][CH3:24])=[CH:21][CH:20]=[C:19]([F:25])[C:3]=1[O:4][C:5]1[CH2:9][N:8]([C@@H:10]([CH2:14][CH:15]([CH3:17])[CH3:16])[C:11](O)=[O:12])[C:7](=[O:18])[CH:6]=1.[CH3:26][C:27]1([CH3:39])[O:31][C@H:30]([CH2:32][N:33]2[CH:37]=[CH:36][C:35]([NH2:38])=[N:34]2)[CH2:29][O:28]1.F[P-](F)(F)(F)(F)F.N1(O[P+](N(C)C)(N(C)C)N(C)C)C2C=CC=CC=2N=N1.C(N(CC)C(C)C)(C)C, predict the reaction product. The product is: [CH3:26][C:27]1([CH3:39])[O:31][C@H:30]([CH2:32][N:33]2[CH:37]=[CH:36][C:35]([NH:38][C:11](=[O:12])[C@@H:10]([N:8]3[CH2:9][C:5]([O:4][C:3]4[C:19]([F:25])=[CH:20][CH:21]=[C:22]([O:23][CH3:24])[C:2]=4[F:1])=[CH:6][C:7]3=[O:18])[CH2:14][CH:15]([CH3:17])[CH3:16])=[N:34]2)[CH2:29][O:28]1.